This data is from Peptide-MHC class I binding affinity with 185,985 pairs from IEDB/IMGT. The task is: Regression. Given a peptide amino acid sequence and an MHC pseudo amino acid sequence, predict their binding affinity value. This is MHC class I binding data. (1) The MHC is HLA-B07:02 with pseudo-sequence HLA-B07:02. The binding affinity (normalized) is 0.651. The peptide sequence is VPRVHNQPQ. (2) The peptide sequence is GLIIPPLGI. The MHC is HLA-A68:02 with pseudo-sequence HLA-A68:02. The binding affinity (normalized) is 0. (3) The peptide sequence is SPVNIEAEPP. The MHC is HLA-B07:02 with pseudo-sequence HLA-B07:02. The binding affinity (normalized) is 0.401. (4) The peptide sequence is EINPFYQDV. The MHC is HLA-A02:16 with pseudo-sequence HLA-A02:16. The binding affinity (normalized) is 0.337. (5) The peptide sequence is ATICLKNEGV. The MHC is HLA-A02:01 with pseudo-sequence HLA-A02:01. The binding affinity (normalized) is 0.494.